Dataset: Peptide-MHC class I binding affinity with 185,985 pairs from IEDB/IMGT. Task: Regression. Given a peptide amino acid sequence and an MHC pseudo amino acid sequence, predict their binding affinity value. This is MHC class I binding data. (1) The peptide sequence is QQICSNFKI. The MHC is HLA-A24:02 with pseudo-sequence HLA-A24:02. The binding affinity (normalized) is 0.123. (2) The peptide sequence is YPKIYKTYF. The MHC is HLA-B35:01 with pseudo-sequence HLA-B35:01. The binding affinity (normalized) is 0.0769. (3) The peptide sequence is RRYTRRISL. The MHC is HLA-B83:01 with pseudo-sequence HLA-B83:01. The binding affinity (normalized) is 0.213. (4) The peptide sequence is IVLPEKDSW. The MHC is HLA-A01:01 with pseudo-sequence HLA-A01:01. The binding affinity (normalized) is 0. (5) The peptide sequence is YTFEPHYFY. The MHC is BoLA-T2a with pseudo-sequence BoLA-T2a. The binding affinity (normalized) is 0.392. (6) The peptide sequence is SIIIPFIAY. The MHC is HLA-A68:01 with pseudo-sequence HLA-A68:01. The binding affinity (normalized) is 0.281. (7) The peptide sequence is ELMPIRTDT. The MHC is HLA-A02:01 with pseudo-sequence HLA-A02:01. The binding affinity (normalized) is 0. (8) The peptide sequence is AYANSVFNI. The MHC is HLA-A01:01 with pseudo-sequence HLA-A01:01. The binding affinity (normalized) is 0. (9) The peptide sequence is PPPPPPGL. The MHC is Mamu-A01 with pseudo-sequence Mamu-A01. The binding affinity (normalized) is 0.145. (10) The binding affinity (normalized) is 0. The MHC is HLA-B07:02 with pseudo-sequence HLA-B07:02. The peptide sequence is LPKTSGHYD.